This data is from CYP1A2 inhibition data for predicting drug metabolism from PubChem BioAssay. The task is: Regression/Classification. Given a drug SMILES string, predict its absorption, distribution, metabolism, or excretion properties. Task type varies by dataset: regression for continuous measurements (e.g., permeability, clearance, half-life) or binary classification for categorical outcomes (e.g., BBB penetration, CYP inhibition). Dataset: cyp1a2_veith. (1) The compound is CC(=O)O.CCN(CC)CC[n+]1ccc2c(C)c3[nH]c4ccccc4c3c(C)c2c1. The result is 1 (inhibitor). (2) The compound is CCOC(=O)c1c(C)c(C(=O)NCCN2CCOCC2)c(C)n1CC. The result is 0 (non-inhibitor).